From a dataset of Reaction yield outcomes from USPTO patents with 853,638 reactions. Predict the reaction yield, written as a fraction of the theoretical maximum amount of product (1.0 means a 100% yield; for example, 0.34 means a 34% yield). (1) The reactants are COC[O:4][C:5]1[CH:10]=[C:9]([O:11]COC)[CH:8]=[CH:7][C:6]=1[C:15]1[CH2:24][CH2:23][C:18]2(OCC[O:19]2)[CH2:17][CH:16]=1.Cl.C(=O)(O)[O-].[Na+]. The catalyst is CO. The product is [OH:4][C:5]1[CH:10]=[C:9]([OH:11])[CH:8]=[CH:7][C:6]=1[C:15]1[CH2:24][CH2:23][C:18](=[O:19])[CH2:17][CH:16]=1. The yield is 0.370. (2) The reactants are [O:1]=[C:2]1[C:7]([CH2:8][C:9]2[CH:14]=[CH:13][C:12]([C:15]3[C:16]([C:21]#[N:22])=[CH:17][CH:18]=[CH:19][CH:20]=3)=[CH:11][CH:10]=2)=[C:6]([CH2:23][CH2:24][CH3:25])[N:5]2[N:26]=[CH:27][N:28]=[C:4]2[N:3]1[CH:29]1[CH2:41][CH2:40][C:32]2([O:36][C@H:35]3[CH2:37][O:38][CH2:39][C@H:34]3[O:33]2)[CH2:31][CH2:30]1.FC(F)(F)S(O[Si](C(C)(C)C)(C)C)(=O)=O.N1C(C)=CC=CC=1C.[Cl-].O[NH3+:67].[C:68](=[O:71])([O-])[OH:69].[Na+]. The catalyst is C(OCC)(=O)C.CS(C)=O.O1CCCC1. The product is [OH:36][C@H:35]1[CH2:37][O:38][CH2:39][C@H:34]1[O:33][C@H:32]1[CH2:40][CH2:41][C@H:29]([N:3]2[C:2](=[O:1])[C:7]([CH2:8][C:9]3[CH:10]=[CH:11][C:12]([C:15]4[CH:20]=[CH:19][CH:18]=[CH:17][C:16]=4[C:21]4[NH:22][C:68](=[O:71])[O:69][N:67]=4)=[CH:13][CH:14]=3)=[C:6]([CH2:23][CH2:24][CH3:25])[N:5]3[N:26]=[CH:27][N:28]=[C:4]23)[CH2:30][CH2:31]1. The yield is 0.260. (3) The reactants are Br[C:2]1(Br)[CH2:4][C:3]1(Br)[CH2:5][CH2:6][CH2:7][CH2:8][CH3:9].C([Li])CCC.CN(C)CCN(C)C.Br[CH2:26][CH:27]=[CH:28][CH2:29][CH3:30]. The catalyst is O1CCCC1.O. The product is [CH2:26]([C:2]1[CH2:4][C:3]=1[CH2:5][CH2:6][CH2:7][CH2:8][CH3:9])[CH:27]=[CH:28][CH2:29][CH3:30]. The yield is 0.391. (4) The product is [F:24][C:21]([F:22])([F:23])[C:20]([NH:19][C@@H:17]1[CH2:18][NH:15][C@H:16]1[CH3:26])=[O:25]. The yield is 0.990. The reactants are Cl.C([N:15]1[CH2:18][C@@H:17]([NH:19][C:20](=[O:25])[C:21]([F:24])([F:23])[F:22])[C@@H:16]1[CH3:26])(C1C=CC=CC=1)C1C=CC=CC=1. The catalyst is CO.[OH-].[OH-].[Pd+2]. (5) The reactants are [Br:1][C:2]1[C:11]2[C:6](=[CH:7][C:8]([NH:12][CH3:13])=[CH:9][CH:10]=2)[C:5](=[O:14])[N:4]([CH:15]([CH3:17])[CH3:16])[N:3]=1.[H-].[Na+].[CH3:20][O:21][CH2:22][C:23](Cl)=[O:24].O. The catalyst is CN(C=O)C. The product is [Br:1][C:2]1[C:11]2[C:6](=[CH:7][C:8]([N:12]([CH3:13])[C:23](=[O:24])[CH2:22][O:21][CH3:20])=[CH:9][CH:10]=2)[C:5](=[O:14])[N:4]([CH:15]([CH3:17])[CH3:16])[N:3]=1. The yield is 0.760. (6) The reactants are [N+:1]([C:4]1[CH:5]=[C:6]([N:10]2[CH2:15][CH2:14][N:13](C(OC(C)(C)C)=O)[CH2:12][C:11]2=[O:23])[CH:7]=[CH:8][CH:9]=1)([O-:3])=[O:2].FC(F)(F)C(O)=O. The catalyst is ClCCl. The product is [N+:1]([C:4]1[CH:5]=[C:6]([N:10]2[CH2:15][CH2:14][NH:13][CH2:12][C:11]2=[O:23])[CH:7]=[CH:8][CH:9]=1)([O-:3])=[O:2]. The yield is 0.860. (7) The reactants are I[CH2:2][C@@H:3]([CH3:16])[CH2:4][N:5]1[C:10]2[CH:11]=[CH:12][CH:13]=[CH:14][C:9]=2[O:8][CH2:7][C:6]1=[O:15].[CH2:17]([CH:21]1[CH2:27][CH:26]2[NH:28][CH:23]([CH2:24][CH2:25]2)[CH2:22]1)[CH2:18][CH2:19][CH3:20]. The catalyst is CCN(CC)CC. The product is [CH2:17]([CH:21]1[CH2:22][CH:23]2[N:28]([CH2:2][C@@H:3]([CH3:16])[CH2:4][N:5]3[C:10]4[CH:11]=[CH:12][CH:13]=[CH:14][C:9]=4[O:8][CH2:7][C:6]3=[O:15])[CH:26]([CH2:25][CH2:24]2)[CH2:27]1)[CH2:18][CH2:19][CH3:20]. The yield is 0.640. (8) The reactants are [NH2:1][CH:2]1[CH2:6][N:5]([C:7]([O:9][C:10]([CH3:13])([CH3:12])[CH3:11])=[O:8])[CH2:4][CH:3]1[C:14]([O:16][CH3:17])=[O:15].[CH3:18][C:19]1[CH:28]=[C:27]([CH2:29][N:30]2[C:38]3[C:33](=[CH:34][C:35]([C:39](Cl)=[O:40])=[CH:36][CH:37]=3)[CH:32]=[CH:31]2)[C:26]2[CH2:25][CH:24]=[CH:23][CH2:22][C:21]=2[N:20]=1. The catalyst is C(Cl)Cl.O. The product is [CH3:18][C:19]1[CH:28]=[C:27]([CH2:29][N:30]2[C:38]3[C:33](=[CH:34][C:35]([C:39]([NH:1][CH:2]4[CH2:6][N:5]([C:7]([O:9][C:10]([CH3:13])([CH3:12])[CH3:11])=[O:8])[CH2:4][CH:3]4[C:14]([O:16][CH3:17])=[O:15])=[O:40])=[CH:36][CH:37]=3)[CH:32]=[CH:31]2)[C:26]2[C:21](=[CH:22][CH:23]=[CH:24][CH:25]=2)[N:20]=1. The yield is 0.700. (9) The reactants are [C:1](O[C:1](=[O:5])/[CH:2]=[CH:3]/[CH3:4])(=[O:5])/[CH:2]=[CH:3]/[CH3:4].[NH2:12][C:13]1[N:18]=[CH:17][C:16](/[CH:19]=[CH:20]/[C:21]([N:23]([CH3:35])[CH2:24][C:25]2[N:26]([CH3:34])[C:27]3[C:32]([CH:33]=2)=[CH:31][CH:30]=[CH:29][CH:28]=3)=[O:22])=[CH:15][CH:14]=1.C(=O)(O)[O-].[Na+]. The catalyst is C1COCC1. The product is [C:1]([NH:12][C:13]1[N:18]=[CH:17][C:16](/[CH:19]=[CH:20]/[C:21]([N:23]([CH3:35])[CH2:24][C:25]2[N:26]([CH3:34])[C:27]3[C:32]([CH:33]=2)=[CH:31][CH:30]=[CH:29][CH:28]=3)=[O:22])=[CH:15][CH:14]=1)(=[O:5])/[CH:2]=[CH:3]/[CH3:4]. The yield is 0.530.